This data is from Reaction yield outcomes from USPTO patents with 853,638 reactions. The task is: Predict the reaction yield, written as a fraction of the theoretical maximum amount of product (1.0 means a 100% yield; for example, 0.34 means a 34% yield). (1) The reactants are [Cl:1][C:2]1[S:6][C:5]([C:7]([NH:9][C@@H:10]([CH2:23][C:24]2[CH:29]=[CH:28][CH:27]=[CH:26][C:25]=2[C:30]([F:33])([F:32])[F:31])[CH2:11][N:12]2C(=O)C3C(=CC=CC=3)C2=O)=[O:8])=[CH:4][C:3]=1[C:34]1[N:38]([CH3:39])[N:37]=[CH:36][C:35]=1[CH3:40].NN.Cl. The catalyst is CO.C1COCC1.CO. The product is [NH2:12][CH2:11][C@@H:10]([NH:9][C:7]([C:5]1[S:6][C:2]([Cl:1])=[C:3]([C:34]2[N:38]([CH3:39])[N:37]=[CH:36][C:35]=2[CH3:40])[CH:4]=1)=[O:8])[CH2:23][C:24]1[CH:29]=[CH:28][CH:27]=[CH:26][C:25]=1[C:30]([F:33])([F:32])[F:31]. The yield is 0.510. (2) The reactants are [C:1]([C:4]1[S:5][C:6](Cl)=[CH:7][CH:8]=1)(=O)[CH3:2].[Cl:10][C:11]1[S:15][C:14]([C:16]([CH2:18][C:19]#[N:20])=[O:17])=[CH:13][CH:12]=1.C1(=O)CCCCC1.N1CCOCC1.[S]. No catalyst specified. The product is [NH2:20][C:19]1[S:5][C:6]2[CH2:2][CH2:1][CH2:4][CH2:8][C:7]=2[C:18]=1[C:16]([C:14]1[S:15][C:11]([Cl:10])=[CH:12][CH:13]=1)=[O:17]. The yield is 0.760.